From a dataset of NCI-60 drug combinations with 297,098 pairs across 59 cell lines. Regression. Given two drug SMILES strings and cell line genomic features, predict the synergy score measuring deviation from expected non-interaction effect. (1) Drug 1: C1C(C(OC1N2C=C(C(=O)NC2=O)F)CO)O. Drug 2: C1CC(=O)NC(=O)C1N2C(=O)C3=CC=CC=C3C2=O. Cell line: M14. Synergy scores: CSS=1.24, Synergy_ZIP=-1.71, Synergy_Bliss=2.29, Synergy_Loewe=-8.41, Synergy_HSA=0.300. (2) Drug 1: C1CCC(C1)C(CC#N)N2C=C(C=N2)C3=C4C=CNC4=NC=N3. Drug 2: C1=CC(=C2C(=C1NCCNCCO)C(=O)C3=C(C=CC(=C3C2=O)O)O)NCCNCCO. Cell line: MOLT-4. Synergy scores: CSS=93.1, Synergy_ZIP=19.7, Synergy_Bliss=19.6, Synergy_Loewe=-6.30, Synergy_HSA=20.6. (3) Cell line: BT-549. Drug 2: CC1=C(N=C(N=C1N)C(CC(=O)N)NCC(C(=O)N)N)C(=O)NC(C(C2=CN=CN2)OC3C(C(C(C(O3)CO)O)O)OC4C(C(C(C(O4)CO)O)OC(=O)N)O)C(=O)NC(C)C(C(C)C(=O)NC(C(C)O)C(=O)NCCC5=NC(=CS5)C6=NC(=CS6)C(=O)NCCC[S+](C)C)O. Drug 1: COC1=NC(=NC2=C1N=CN2C3C(C(C(O3)CO)O)O)N. Synergy scores: CSS=27.4, Synergy_ZIP=-5.12, Synergy_Bliss=2.95, Synergy_Loewe=-2.65, Synergy_HSA=4.79. (4) Drug 1: C1CN(P(=O)(OC1)NCCCl)CCCl. Drug 2: C1C(C(OC1N2C=NC(=NC2=O)N)CO)O. Cell line: UACC62. Synergy scores: CSS=0.548, Synergy_ZIP=-0.587, Synergy_Bliss=-0.419, Synergy_Loewe=0.0720, Synergy_HSA=-0.846. (5) Drug 1: CC1=C(C=C(C=C1)C(=O)NC2=CC(=CC(=C2)C(F)(F)F)N3C=C(N=C3)C)NC4=NC=CC(=N4)C5=CN=CC=C5. Drug 2: CCC1=C2CN3C(=CC4=C(C3=O)COC(=O)C4(CC)O)C2=NC5=C1C=C(C=C5)O. Cell line: SF-268. Synergy scores: CSS=33.6, Synergy_ZIP=0.569, Synergy_Bliss=-0.887, Synergy_Loewe=-76.8, Synergy_HSA=-10.3.